Dataset: Catalyst prediction with 721,799 reactions and 888 catalyst types from USPTO. Task: Predict which catalyst facilitates the given reaction. (1) Reactant: [NH2:1][CH2:2][C@@H:3]([NH:12][C:13]1[CH:18]=[CH:17][C:16]([C:19]#[N:20])=[C:15]([Cl:21])[CH:14]=1)[CH2:4][C:5]([O:7][C:8]([CH3:11])([CH3:10])[CH3:9])=[O:6].[CH3:22][C:23](C)(O)[C:24]#N. Product: [Cl:21][C:15]1[CH:14]=[C:13]([NH:12][C@H:3]([CH2:2][NH:1][CH:23]([CH3:24])[CH3:22])[CH2:4][C:5]([O:7][C:8]([CH3:10])([CH3:9])[CH3:11])=[O:6])[CH:18]=[CH:17][C:16]=1[C:19]#[N:20]. The catalyst class is: 14. (2) Reactant: [Br:1][C:2]1[C:3]([OH:8])=[N:4][CH:5]=[CH:6][CH:7]=1.C(=O)([O-])[O-].[Cs+].[Cs+].[CH2:15](I)[CH3:16]. Product: [Br:1][C:2]1[C:3](=[O:8])[N:4]([CH2:15][CH3:16])[CH:5]=[CH:6][CH:7]=1. The catalyst class is: 3. (3) Reactant: [CH2:1]([NH:8][CH2:9][CH2:10][C:11]1[N:12]=[C:13]([S:16][C:17]([CH3:22])([CH3:21])[C:18]([OH:20])=[O:19])[S:14][CH:15]=1)[CH2:2][CH2:3][CH2:4][CH2:5][CH2:6][CH3:7].C(N(CC)CC)C.Cl[C:31]1[C:36]([N+:37]([O-:39])=[O:38])=[CH:35][CH:34]=[CH:33][N:32]=1. Product: [CH2:1]([N:8]([C:31]1[C:36]([N+:37]([O-:39])=[O:38])=[CH:35][CH:34]=[CH:33][N:32]=1)[CH2:9][CH2:10][C:11]1[N:12]=[C:13]([S:16][C:17]([CH3:21])([CH3:22])[C:18]([OH:20])=[O:19])[S:14][CH:15]=1)[CH2:2][CH2:3][CH2:4][CH2:5][CH2:6][CH3:7]. The catalyst class is: 10. (4) Reactant: C[O:2][C:3](=[O:35])[CH2:4][CH2:5][C:6]1[C:14]2[C:9](=[CH:10][CH:11]=[C:12]([Cl:15])[CH:13]=2)[N:8]([S:16]([C:19]2[CH:20]=[N:21][CH:22]=[C:23]([C:25]3[CH:30]=[CH:29][C:28]([C:31]([F:34])([F:33])[F:32])=[CH:27][CH:26]=3)[CH:24]=2)(=[O:18])=[O:17])[CH:7]=1.[Li+].[OH-].C(OCC)(=O)C.CCCCCC.Cl. Product: [Cl:15][C:12]1[CH:13]=[C:14]2[C:9](=[CH:10][CH:11]=1)[N:8]([S:16]([C:19]1[CH:20]=[N:21][CH:22]=[C:23]([C:25]3[CH:26]=[CH:27][C:28]([C:31]([F:33])([F:34])[F:32])=[CH:29][CH:30]=3)[CH:24]=1)(=[O:17])=[O:18])[CH:7]=[C:6]2[CH2:5][CH2:4][C:3]([OH:35])=[O:2]. The catalyst class is: 7. (5) Reactant: C[O:2][C:3](=[O:28])[C:4]1[CH:9]=[CH:8][C:7]([C@H:10]([C:21]2[CH:26]=[CH:25][CH:24]=[CH:23][C:22]=2[CH3:27])[CH2:11][C:12]([C:14]2[CH:19]=[CH:18][N:17]=[C:16]([CH3:20])[CH:15]=2)=[O:13])=[CH:6][CH:5]=1.[OH-].[Li+].[Cl-].[NH4+].C(OCC)(=O)C. Product: [CH3:20][C:16]1[CH:15]=[C:14]([C:12](=[O:13])[CH2:11][C@H:10]([C:7]2[CH:6]=[CH:5][C:4]([C:3]([OH:28])=[O:2])=[CH:9][CH:8]=2)[C:21]2[CH:26]=[CH:25][CH:24]=[CH:23][C:22]=2[CH3:27])[CH:19]=[CH:18][N:17]=1. The catalyst class is: 7. (6) Reactant: [NH2:1][C:2]1[C:3]([I:16])=[C:4]([C:13]([Cl:15])=[O:14])[C:5]([I:12])=[C:6]([C:10]=1[I:11])[C:7]([Cl:9])=[O:8].[CH3:17][O:18][CH2:19][C:20](Cl)=[O:21]. Product: [CH3:17][O:18][CH2:19][C:20]([NH:1][C:2]1[C:10]([I:11])=[C:6]([C:7]([Cl:9])=[O:8])[C:5]([I:12])=[C:4]([C:3]=1[I:16])[C:13]([Cl:15])=[O:14])=[O:21]. The catalyst class is: 44.